Dataset: Reaction yield outcomes from USPTO patents with 853,638 reactions. Task: Predict the reaction yield, written as a fraction of the theoretical maximum amount of product (1.0 means a 100% yield; for example, 0.34 means a 34% yield). (1) The reactants are [NH:1]1[CH2:6][CH2:5][O:4][CH2:3][C@H:2]1[C:7]1[NH:8][C:9]([C:12]2[CH:17]=[CH:16][C:15]([C:18]3[CH:23]=[CH:22][C:21]([C:24]4[NH:28][C:27]([C@@H:29]5[CH2:41][N:39]6[C:40]7[CH:32]([C@@H:33]([NH:42][C:43](=[O:46])[O:44][CH3:45])[CH2:34][CH2:35][C:36]=7[CH:37]=[CH:38]6)[C:31](=[O:47])[CH2:30]5)=[N:26][CH:25]=4)=[CH:20][CH:19]=3)=[CH:14][CH:13]=2)=[CH:10][N:11]=1.[CH3:48][O:49][C:50]([NH:52][C@@H:53]([CH:57]([CH3:59])[CH3:58])[C:54](O)=[O:55])=[O:51].CCN(C(C)C)C(C)C.CN(C(ON1N=NC2C=CC=NC1=2)=[N+](C)C)C.F[P-](F)(F)(F)(F)F. The catalyst is CN(C=O)C. The product is [CH3:45][O:44][C:43](=[O:46])[NH:42][C@@H:33]1[CH:32]2[C:31](=[O:47])[CH2:30][C@H:29]([C:27]3[NH:28][C:24]([C:21]4[CH:22]=[CH:23][C:18]([C:15]5[CH:14]=[CH:13][C:12]([C:9]6[NH:8][C:7]([C@@H:2]7[CH2:3][O:4][CH2:5][CH2:6][N:1]7[C:54](=[O:55])[C@@H:53]([NH:52][C:50]([O:49][CH3:48])=[O:51])[CH:57]([CH3:59])[CH3:58])=[N:11][CH:10]=6)=[CH:17][CH:16]=5)=[CH:19][CH:20]=4)=[CH:25][N:26]=3)[CH2:41][N:39]3[C:40]2=[C:36]([CH:37]=[CH:38]3)[CH2:35][CH2:34]1. The yield is 0.122. (2) The catalyst is C1COCC1. The product is [Br:2][C:3]1[CH:4]=[C:5]([CH2:9][C:10]([CH3:14])([CH3:13])[CH2:11][NH:12][C:24](=[O:25])[C:23]([F:30])([F:29])[F:22])[CH:6]=[CH:7][CH:8]=1. The yield is 0.580. The reactants are Cl.[Br:2][C:3]1[CH:4]=[C:5]([CH2:9][C:10]([CH3:14])([CH3:13])[CH2:11][NH2:12])[CH:6]=[CH:7][CH:8]=1.CCN(CC)CC.[F:22][C:23]([F:30])([F:29])[C:24](OCC)=[O:25]. (3) The reactants are [NH2:1][C:2]1[N:3]([CH3:24])[C:4](=[O:23])[C:5]2([C:15]3[C:10](=[CH:11][CH:12]=[C:13](Br)[CH:14]=3)[O:9][CH:8]([C:17]3[CH:22]=[CH:21][CH:20]=[CH:19][CH:18]=3)[CH2:7]2)[N:6]=1.[CH3:25][N:26]([CH3:38])[C:27]([C:29]1[CH:30]=[C:31](B(O)O)[CH:32]=[CH:33][CH:34]=1)=[O:28]. The catalyst is O1CCOCC1.C([O-])([O-])=O.[Cs+].[Cs+].Cl[Pd](Cl)([P](C1C=CC=CC=1)(C1C=CC=CC=1)C1C=CC=CC=1)[P](C1C=CC=CC=1)(C1C=CC=CC=1)C1C=CC=CC=1. The product is [NH2:1][C:2]1[N:3]([CH3:24])[C:4](=[O:23])[C:5]2([C:15]3[C:10](=[CH:11][CH:12]=[C:13]([C:33]4[CH:34]=[C:29]([CH:30]=[CH:31][CH:32]=4)[C:27]([N:26]([CH3:38])[CH3:25])=[O:28])[CH:14]=3)[O:9][CH:8]([C:17]3[CH:22]=[CH:21][CH:20]=[CH:19][CH:18]=3)[CH2:7]2)[N:6]=1. The yield is 0.0600. (4) The reactants are [N:1]1[CH:6]=[CH:5][CH:4]=[CH:3][C:2]=1[CH2:7][CH2:8][C:9]1[CH:16]=[CH:15][C:12]([CH:13]=O)=[CH:11][CH:10]=1.[N+:17]([CH3:20])([O-:19])=[O:18].C([O-])(=O)C.[NH4+]. The catalyst is C(O)(=O)C. The product is [N:1]1[CH:6]=[CH:5][CH:4]=[CH:3][C:2]=1[CH2:7][CH2:8][C:9]1[CH:16]=[CH:15][C:12](/[CH:13]=[CH:20]/[N+:17]([O-:19])=[O:18])=[CH:11][CH:10]=1. The yield is 0.910. (5) The reactants are [Cl:1][C:2]1[CH:7]=[CH:6][C:5]([S:8]([N:11]([C@H:24]([CH2:28][CH2:29][C:30]([F:33])([F:32])[F:31])[C:25]([NH2:27])=[O:26])[CH2:12][C:13]2[CH:18]=[CH:17][C:16]([C:19](=[N:21][OH:22])[NH2:20])=[CH:15][C:14]=2[F:23])(=[O:10])=[O:9])=[CH:4][CH:3]=1.[C:34](#N)C.C(OCC)(OCC)OCC.FC(F)(F)C(O)=O. The catalyst is O.CO. The product is [Cl:1][C:2]1[CH:7]=[CH:6][C:5]([S:8]([N:11]([CH2:12][C:13]2[CH:18]=[CH:17][C:16]([C:19]3[N:20]=[CH:34][O:22][N:21]=3)=[CH:15][C:14]=2[F:23])[C@H:24]([CH2:28][CH2:29][C:30]([F:32])([F:33])[F:31])[C:25]([NH2:27])=[O:26])(=[O:10])=[O:9])=[CH:4][CH:3]=1. The yield is 0.900. (6) The reactants are [NH2:1][C:2]1[C:7]([N+:8]([O-])=O)=[C:6]([N:11]2[CH2:16][CH2:15][N:14]([C:17]([O:19][C:20]([CH3:23])([CH3:22])[CH3:21])=[O:18])[CH2:13][CH2:12]2)[C:5]([Br:24])=[CH:4][N:3]=1.[CH3:25][N:26]([CH3:35])[C:27]1[CH:34]=[CH:33][C:30]([CH:31]=O)=[CH:29][CH:28]=1.[O-]S(S([O-])=O)=O.[Na+].[Na+]. The catalyst is CCO. The product is [C:20]([O:19][C:17]([N:14]1[CH2:15][CH2:16][N:11]([C:6]2[C:5]([Br:24])=[CH:4][N:3]=[C:2]3[NH:1][C:31]([C:30]4[CH:33]=[CH:34][C:27]([N:26]([CH3:35])[CH3:25])=[CH:28][CH:29]=4)=[N:8][C:7]=23)[CH2:12][CH2:13]1)=[O:18])([CH3:23])([CH3:22])[CH3:21]. The yield is 0.630.